This data is from Reaction yield outcomes from USPTO patents with 853,638 reactions. The task is: Predict the reaction yield, written as a fraction of the theoretical maximum amount of product (1.0 means a 100% yield; for example, 0.34 means a 34% yield). (1) The reactants are [F:1][C:2]1[CH:7]=[C:6]([O:8][CH3:9])[N:5]=[CH:4][C:3]=1[CH2:10][OH:11]. The catalyst is C(Cl)Cl. The product is [F:1][C:2]1[C:3]([CH:10]=[O:11])=[CH:4][N:5]=[C:6]([O:8][CH3:9])[CH:7]=1. The yield is 0.550. (2) The reactants are C([O:8][C:9]1[CH:10]=[CH:11][C:12]([CH2:15][CH:16]([NH:31][C:32](=[O:38])[O:33][C:34]([CH3:37])([CH3:36])[CH3:35])[C:17]([NH:19][CH2:20][C:21]2[CH:26]=[CH:25][C:24]([C:27](=[O:30])[NH:28][OH:29])=[CH:23][CH:22]=2)=[O:18])=[N:13][CH:14]=1)C1C=CC=CC=1. The catalyst is CO.[Pd]. The product is [C:34]([O:33][C:32](=[O:38])[NH:31][CH:16]([CH2:15][C:12]1[CH:11]=[CH:10][C:9]([OH:8])=[CH:14][N:13]=1)[C:17]([NH:19][CH2:20][C:21]1[CH:26]=[CH:25][C:24]([C:27](=[O:30])[NH:28][OH:29])=[CH:23][CH:22]=1)=[O:18])([CH3:37])([CH3:35])[CH3:36]. The yield is 0.730. (3) The reactants are CS[C:3]1[CH:8]=[CH:7][C:6]([NH:9][C:10]2[N:15]=[CH:14][N:13]=[C:12]([O:16][C:17]3[CH:22]=[CH:21][C:20]([NH:23][C:24]([NH:26][C:27]4[CH:32]=[CH:31][CH:30]=[CH:29][CH:28]=4)=[O:25])=[CH:19][CH:18]=3)[CH:11]=2)=[CH:5][CH:4]=1.Cl[C:34]1C=CC=C(C(OO)=O)C=1.[S:44]([O-:48])([O-])(=[O:46])=S.[Na+].[Na+]. The catalyst is ClCCl.CCCCCC.C(OCC)(=O)C.O. The product is [CH3:34][S:44]([C:3]1[CH:4]=[CH:5][C:6]([NH:9][C:10]2[N:15]=[CH:14][N:13]=[C:12]([O:16][C:17]3[CH:22]=[CH:21][C:20]([NH:23][C:24]([NH:26][C:27]4[CH:32]=[CH:31][CH:30]=[CH:29][CH:28]=4)=[O:25])=[CH:19][CH:18]=3)[CH:11]=2)=[CH:7][CH:8]=1)(=[O:48])=[O:46]. The yield is 0.710.